This data is from Reaction yield outcomes from USPTO patents with 853,638 reactions. The task is: Predict the reaction yield, written as a fraction of the theoretical maximum amount of product (1.0 means a 100% yield; for example, 0.34 means a 34% yield). (1) The reactants are [NH:1]1[CH:5]=[C:4]([C:6]2[C:7]3[CH:14]=[CH:13][N:12]([CH2:15][O:16][CH2:17][CH2:18][Si:19]([CH3:22])([CH3:21])[CH3:20])[C:8]=3[N:9]=[CH:10][N:11]=2)[CH:3]=[N:2]1.[CH2:23]=[C:24]1[CH2:27][CH:26]([CH:28]=[CH:29][C:30]#[N:31])[CH2:25]1.N12CCCN=C1CCCCC2. The catalyst is C(#N)C. The product is [CH2:23]=[C:24]1[CH2:27][CH:26]([CH:28]([N:1]2[CH:5]=[C:4]([C:6]3[C:7]4[CH:14]=[CH:13][N:12]([CH2:15][O:16][CH2:17][CH2:18][Si:19]([CH3:22])([CH3:21])[CH3:20])[C:8]=4[N:9]=[CH:10][N:11]=3)[CH:3]=[N:2]2)[CH2:29][C:30]#[N:31])[CH2:25]1. The yield is 0.601. (2) The reactants are [N:1]1([CH2:6][CH2:7][CH2:8][O:9][C:10]2[CH:15]=[CH:14][C:13]([C:16]3([C:22]#[N:23])[CH2:21][CH2:20][NH:19][CH2:18][CH2:17]3)=[CH:12][CH:11]=2)[CH2:5][CH2:4][CH2:3][CH2:2]1.C=O.[C:26](O[BH-](OC(=O)C)OC(=O)C)(=O)C.[Na+]. No catalyst specified. The product is [CH3:26][N:19]1[CH2:18][CH2:17][C:16]([C:13]2[CH:14]=[CH:15][C:10]([O:9][CH2:8][CH2:7][CH2:6][N:1]3[CH2:5][CH2:4][CH2:3][CH2:2]3)=[CH:11][CH:12]=2)([C:22]#[N:23])[CH2:21][CH2:20]1. The yield is 0.760. (3) The reactants are [Cl:1][C:2]1[CH:3]=[C:4]([NH:16][C:17]2[C:26]3[C:21](=[CH:22][CH:23]=[CH:24][C:25]=3[O:27][CH2:28][CH2:29][NH:30][CH2:31][C:32]#[CH:33])[N:20]=[CH:19][N:18]=2)[CH:5]=[CH:6][C:7]=1[O:8][CH2:9][C:10]1[CH:15]=[CH:14][CH:13]=[CH:12][N:11]=1.[C:34](Cl)(=[O:36])[CH3:35]. No catalyst specified. The product is [Cl:1][C:2]1[CH:3]=[C:4]([NH:16][C:17]2[C:26]3[C:21](=[CH:22][CH:23]=[CH:24][C:25]=3[O:27][CH2:28][CH2:29][N:30]([CH2:31][C:32]#[CH:33])[C:34](=[O:36])[CH3:35])[N:20]=[CH:19][N:18]=2)[CH:5]=[CH:6][C:7]=1[O:8][CH2:9][C:10]1[CH:15]=[CH:14][CH:13]=[CH:12][N:11]=1. The yield is 0.530. (4) The reactants are [Br:1][C:2]1[CH:27]=[CH:26][C:5]([CH2:6][N:7]2[C:11]3[CH:12]=[C:13]([OH:16])[CH:14]=[CH:15][C:10]=3[N:9]=[C:8]2[CH2:17][C:18]([CH3:25])([CH3:24])[C:19]([O:21]CC)=[O:20])=[CH:4][CH:3]=1.Cl[CH2:29][C:30]1[CH:34]=[CH:33][N:32]([CH3:35])[N:31]=1.C([O-])([O-])=O.[K+].[K+].[OH-].[Na+]. The catalyst is CN(C=O)C.C1COCC1.CO. The product is [Br:1][C:2]1[CH:27]=[CH:26][C:5]([CH2:6][N:7]2[C:11]3[CH:12]=[C:13]([O:16][CH2:29][C:30]4[CH:34]=[CH:33][N:32]([CH3:35])[N:31]=4)[CH:14]=[CH:15][C:10]=3[N:9]=[C:8]2[CH2:17][C:18]([CH3:25])([CH3:24])[C:19]([OH:21])=[O:20])=[CH:4][CH:3]=1. The yield is 0.190. (5) The reactants are [NH2:1][C@H:2]([C:17]([OH:19])=[O:18])[CH2:3][CH2:4][CH2:5][NH:6][C:7]([O:9][CH2:10][C:11]1[CH:16]=[CH:15][CH:14]=[CH:13][CH:12]=1)=[O:8].[CH:20](O)=[O:21].C(OC(=O)C)(=O)C. The catalyst is O. The product is [NH:1]([CH:20]=[O:21])[C@H:2]([C:17]([OH:19])=[O:18])[CH2:3][CH2:4][CH2:5][NH:6][C:7]([O:9][CH2:10][C:11]1[CH:16]=[CH:15][CH:14]=[CH:13][CH:12]=1)=[O:8]. The yield is 0.880. (6) The reactants are Br[C:2]1[C:3]([CH3:12])=[CH:4][C:5]2[O:9][C:8]([F:10])=[CH:7][C:6]=2[CH:11]=1.[NH2:13][C:14]1[CH:19]=[N:18][C:17](B2OC(C)(C)C(C)(C)O2)=[CH:16][N:15]=1.[O-]P([O-])([O-])=O.[K+].[K+].[K+].CC(=O)OCC. The catalyst is C(#N)C.O1CCOCC1.O. The product is [F:10][C:8]1[O:9][C:5]2[CH:4]=[C:3]([CH3:12])[C:2]([C:17]3[N:18]=[CH:19][C:14]([NH2:13])=[N:15][CH:16]=3)=[CH:11][C:6]=2[CH:7]=1. The yield is 0.254. (7) The reactants are [C:1]([N:8]1[CH2:13][CH2:12][CH2:11][CH2:10][C@H:9]1[C:14]([OH:16])=O)([O:3][C:4]([CH3:7])([CH3:6])[CH3:5])=[O:2].[CH2:17]([N:24]1[CH2:29][CH2:28][NH:27][CH2:26][CH2:25]1)[C:18]1[CH:23]=[CH:22][CH:21]=[CH:20][CH:19]=1.C(Cl)CCl. The catalyst is CN(C)C1C=CN=CC=1.C(Cl)Cl. The product is [CH2:17]([N:24]1[CH2:29][CH2:28][N:27]([C:14]([C@@H:9]2[CH2:10][CH2:11][CH2:12][CH2:13][N:8]2[C:1]([O:3][C:4]([CH3:5])([CH3:6])[CH3:7])=[O:2])=[O:16])[CH2:26][CH2:25]1)[C:18]1[CH:19]=[CH:20][CH:21]=[CH:22][CH:23]=1. The yield is 0.745. (8) The reactants are [F:1][C:2]([F:17])([F:16])[O:3][C:4]1[CH:9]=[CH:8][C:7]([C:10]2O[C:13](=O)[S:12][N:11]=2)=[CH:6][CH:5]=1.[C:18]([O:22][CH2:23][CH3:24])(=[O:21])[C:19]#[CH:20]. The catalyst is C1(C)C(C)=CC=CC=1. The product is [CH2:23]([O:22][C:18]([C:19]1[S:12][N:11]=[C:10]([C:7]2[CH:6]=[CH:5][C:4]([O:3][C:2]([F:16])([F:1])[F:17])=[CH:9][CH:8]=2)[CH:20]=1)=[O:21])[CH3:24].[CH2:23]([O:22][C:18]([C:19]1[C:10]([C:7]2[CH:8]=[CH:9][C:4]([O:3][C:2]([F:17])([F:16])[F:1])=[CH:5][CH:6]=2)=[N:11][S:12][CH:13]=1)=[O:21])[CH3:24]. The yield is 0.210. (9) The yield is 0.490. The product is [Cl:1][C:2]1[C:19]([F:20])=[CH:18][CH:17]=[C:16]([F:21])[C:3]=1[CH2:4][N:5]1[CH2:10][CH2:9][NH:8][C:7]2[N:11]=[CH:12][C:13]([C:28]3[CH:27]=[CH:26][N:25]=[C:24]([N:38]4[CH2:43][CH2:42][O:41][CH2:40][CH2:39]4)[C:23]=3[Cl:22])=[CH:14][C:6]1=2. The reactants are [Cl:1][C:2]1[C:19]([F:20])=[CH:18][CH:17]=[C:16]([F:21])[C:3]=1[CH2:4][N:5]1[CH2:10][CH2:9][NH:8][C:7]2[N:11]=[CH:12][C:13](I)=[CH:14][C:6]1=2.[Cl:22][C:23]1[C:24]([N:38]2[CH2:43][CH2:42][O:41][CH2:40][CH2:39]2)=[N:25][CH:26]=[CH:27][C:28]=1B1OC(C)(C)C(C)(C)O1. No catalyst specified. (10) The reactants are [NH:1]1[C:9]2[C:4](=[CH:5][C:6]([O:10][C:11]3[CH:16]=[CH:15][N:14]=[C:13]([NH2:17])[CH:12]=3)=[CH:7][CH:8]=2)[CH:3]=[CH:2]1.[H-].[Na+].[CH2:20]([CH:22]([NH:25][C:26](=O)[O:27]C1C=CC=CC=1)[CH2:23][CH3:24])[CH3:21]. The catalyst is CN(C)C=O. The product is [CH2:20]([CH:22]([NH:25][C:26]([N:1]1[C:9]2[C:4](=[CH:5][C:6]([O:10][C:11]3[CH:16]=[CH:15][N:14]=[C:13]([NH2:17])[CH:12]=3)=[CH:7][CH:8]=2)[CH:3]=[CH:2]1)=[O:27])[CH2:23][CH3:24])[CH3:21]. The yield is 0.710.